From a dataset of Full USPTO retrosynthesis dataset with 1.9M reactions from patents (1976-2016). Predict the reactants needed to synthesize the given product. (1) Given the product [CH3:15][O:16][C:17]([C:19]1[CH:24]=[N:23][C:22]([NH:14][CH2:13][C:3]2[C:4]([C:7]3[CH:12]=[CH:11][CH:10]=[CH:9][CH:8]=3)=[N:5][O:6][C:2]=2[CH3:1])=[CH:21][N:20]=1)=[O:18], predict the reactants needed to synthesize it. The reactants are: [CH3:1][C:2]1[O:6][N:5]=[C:4]([C:7]2[CH:12]=[CH:11][CH:10]=[CH:9][CH:8]=2)[C:3]=1[CH2:13][NH2:14].[CH3:15][O:16][C:17]([C:19]1[CH:24]=[N:23][C:22](Cl)=[CH:21][N:20]=1)=[O:18]. (2) The reactants are: [CH3:1][O:2][C:3]1[CH:15]=[CH:14][C:6]2[S:7][CH:8]=[C:9]([S:10](Cl)(=[O:12])=[O:11])[C:5]=2[CH:4]=1.[NH3:16]. Given the product [CH3:1][O:2][C:3]1[CH:15]=[CH:14][C:6]2[S:7][CH:8]=[C:9]([S:10]([NH2:16])(=[O:12])=[O:11])[C:5]=2[CH:4]=1, predict the reactants needed to synthesize it. (3) The reactants are: C(O[C:6]([N:8]1[CH2:12][CH2:11][CH2:10][CH:9]1[CH2:13][O:14][CH:15]1[CH2:20][CH2:19][CH:18]([C:21]([O:23][CH3:24])=[O:22])[CH2:17][CH2:16]1)=[O:7])(C)(C)C.[C:25]([OH:31])(C(F)(F)F)=O.[CH:32]1[CH:33]=[CH:34][C:35]2N(O)N=[N:38][C:36]=2[CH:37]=1.[CH2:42](N(CC)CC)C.CCN=C=N[CH2:54][CH2:55][CH2:56][N:57](C)C.Cl.[CH2:61]1[CH2:65]O[CH2:63][CH2:62]1. Given the product [CH3:42][C:35]1[CH:34]=[CH:33][CH:32]=[CH:37][C:36]=1[NH:38][C:25](=[O:31])[NH:57][C:56]1[CH:55]=[CH:54][C:61]([CH2:65][C:6]([N:8]2[CH2:12][CH2:11][CH2:10][C@H:9]2[CH2:13][O:14][CH:15]2[CH2:16][CH2:17][CH:18]([C:21]([O:23][CH3:24])=[O:22])[CH2:19][CH2:20]2)=[O:7])=[CH:62][CH:63]=1, predict the reactants needed to synthesize it. (4) The reactants are: [C:1]1(=[O:7])[O:6][C:4](=[O:5])[CH:3]=[CH:2]1.[CH2:8]=[CH:9][CH2:10][CH2:11][CH2:12][CH2:13][CH2:14][CH2:15][CH2:16][CH2:17][CH2:18][CH2:19][CH2:20][CH2:21][CH2:22][CH2:23][CH2:24][CH3:25].C1(=O)O[C:29](=[O:30])[CH:28]=C1.C=CCCCCCCCC.[C:43]1(=[O:49])[O:48][C:46](=[O:47])[CH:45]=[CH:44]1.C=CCCCCCCCCCCCC.[CH:64]([O:66][CH:67]=C)=[CH2:65]. Given the product [C:4]1(=[O:5])[O:6][C:1](=[O:7])[CH:2]=[CH:3]1.[CH2:8]([O:30][CH:29]=[CH2:28])[CH2:9][CH2:10][CH2:11][CH2:12][CH2:13][CH2:14][CH2:15][CH2:16][CH2:17][CH2:18][CH2:19][CH2:20][CH2:21][CH2:22][CH2:23][CH2:24][CH3:25].[C:46]1(=[O:47])[O:48][C:43](=[O:49])[CH:44]=[CH:45]1.[CH3:67][O:66][CH:64]=[CH2:65], predict the reactants needed to synthesize it.